Dataset: Forward reaction prediction with 1.9M reactions from USPTO patents (1976-2016). Task: Predict the product of the given reaction. (1) Given the reactants [O:1]1[CH2:6][CH2:5][CH2:4][CH:3]([CH2:7][CH2:8][CH2:9][OH:10])[CH2:2]1.C(N(CC)CC)C.[S:18](Cl)([CH3:21])(=[O:20])=[O:19], predict the reaction product. The product is: [CH3:21][S:18]([O:10][CH2:9][CH2:8][CH2:7][CH:3]1[CH2:4][CH2:5][CH2:6][O:1][CH2:2]1)(=[O:20])=[O:19]. (2) Given the reactants [F:1][C:2]([F:30])([F:29])[C:3]1[CH:4]=[C:5]([CH:22]=[C:23]([C:25]([F:28])([F:27])[F:26])[CH:24]=1)[C:6]([N:8]1[CH2:13][CH2:12][C:11](=O)[CH2:10][CH:9]1[CH2:15][C:16]1[CH:21]=[CH:20][CH:19]=[CH:18][CH:17]=1)=[O:7].[C:31]1([CH2:37][N:38]2[CH2:43][CH2:42][NH:41][CH2:40][CH2:39]2)[CH:36]=[CH:35][CH:34]=[CH:33][CH:32]=1.C([BH3-])#N.[Na+].C(O)C, predict the reaction product. The product is: [F:1][C:2]([F:30])([F:29])[C:3]1[CH:4]=[C:5]([CH:22]=[C:23]([C:25]([F:28])([F:27])[F:26])[CH:24]=1)[C:6]([N:8]1[CH2:13][CH2:12][C@H:11]([N:41]2[CH2:42][CH2:43][N:38]([CH2:37][C:31]3[CH:32]=[CH:33][CH:34]=[CH:35][CH:36]=3)[CH2:39][CH2:40]2)[CH2:10][C@@H:9]1[CH2:15][C:16]1[CH:21]=[CH:20][CH:19]=[CH:18][CH:17]=1)=[O:7]. (3) The product is: [F:22][C:21]([F:24])([F:23])[C:17]1([CH2:16][N:13]2[CH2:14][CH2:15][CH:10]([CH2:9][O:8][C:5]3[N:6]=[CH:7][C:2]([C:32]4[CH:33]=[CH:34][C:29]([C:27]([O:26][CH3:25])=[O:28])=[CH:30][CH:31]=4)=[N:3][CH:4]=3)[CH2:11][CH2:12]2)[CH2:20][CH2:19][CH2:18]1. Given the reactants I[C:2]1[CH:7]=[N:6][C:5]([O:8][CH2:9][CH:10]2[CH2:15][CH2:14][N:13]([CH2:16][C:17]3([C:21]([F:24])([F:23])[F:22])[CH2:20][CH2:19][CH2:18]3)[CH2:12][CH2:11]2)=[CH:4][N:3]=1.[CH3:25][O:26][C:27]([C:29]1[CH:34]=[CH:33][C:32](B(O)O)=[CH:31][CH:30]=1)=[O:28].C([O-])([O-])=O.[Cs+].[Cs+].O1CCOCC1, predict the reaction product.